Dataset: Full USPTO retrosynthesis dataset with 1.9M reactions from patents (1976-2016). Task: Predict the reactants needed to synthesize the given product. (1) Given the product [F:1][C:2]1[CH:7]=[C:6]([F:8])[CH:5]=[CH:4][C:3]=1[N:9]1[C:17](=[O:18])[C:16]2[C@@H:15]3[C:19]([CH3:21])([CH3:20])[C@@:12]([CH3:22])([CH2:13][CH2:14]3)[C:11]=2[N:10]1[CH2:23][CH3:24], predict the reactants needed to synthesize it. The reactants are: [F:1][C:2]1[CH:7]=[C:6]([F:8])[CH:5]=[CH:4][C:3]=1[N:9]1[C:17](=[O:18])[C:16]2[C@@H:15]3[C:19]([CH3:21])([CH3:20])[C@@:12]([CH3:22])([CH2:13][CH2:14]3)[C:11]=2[NH:10]1.[CH2:23](I)[CH3:24]. (2) Given the product [OH:63][C:55]1[C:56](=[O:62])[N:57]([CH3:61])[C:58]([CH3:60])=[N:59][C:54]=1[C:52]([NH:51][CH2:50][CH2:49][N:20]([CH2:19][CH2:18][NH:17][C:15]([C:14]1[N:13]=[C:12]([CH3:71])[N:11]([CH3:72])[C:10](=[O:73])[C:9]=1[OH:8])=[O:16])[CH2:21][CH:22]([NH:29][C:30]([C:32]1[N:37]=[C:36]([CH3:38])[N:35]([CH3:39])[C:34](=[O:40])[C:33]=1[OH:41])=[O:31])[CH2:23][CH2:24][CH2:25][C:26]([OH:28])=[O:27])=[O:53], predict the reactants needed to synthesize it. The reactants are: C([O:8][C:9]1[C:10](=[O:73])[N:11]([CH3:72])[C:12]([CH3:71])=[N:13][C:14]=1[C:15]([NH:17][CH2:18][CH2:19][N:20]([CH2:49][CH2:50][NH:51][C:52]([C:54]1[N:59]=[C:58]([CH3:60])[N:57]([CH3:61])[C:56](=[O:62])[C:55]=1[O:63]CC1C=CC=CC=1)=[O:53])[CH2:21][CH:22]([NH:29][C:30]([C:32]1[N:37]=[C:36]([CH3:38])[N:35]([CH3:39])[C:34](=[O:40])[C:33]=1[O:41]CC1C=CC=CC=1)=[O:31])[CH2:23][CH2:24][CH2:25][C:26]([OH:28])=[O:27])=[O:16])C1C=CC=CC=1.Cl. (3) Given the product [CH3:18][NH:19][C:20]1[C:25]([NH:26][C:15]([C:6]2[C:5]([S:2]([CH3:1])(=[O:4])=[O:3])=[CH:10][C:9]([C:11]([F:14])([F:13])[F:12])=[CH:8][N:7]=2)=[O:16])=[CH:24][C:23]([C:27]([F:28])([F:29])[F:30])=[N:22][CH:21]=1, predict the reactants needed to synthesize it. The reactants are: [CH3:1][S:2]([C:5]1[C:6]([C:15](Cl)=[O:16])=[N:7][CH:8]=[C:9]([C:11]([F:14])([F:13])[F:12])[CH:10]=1)(=[O:4])=[O:3].[CH3:18][NH:19][C:20]1[CH:21]=[N:22][C:23]([C:27]([F:30])([F:29])[F:28])=[CH:24][C:25]=1[NH2:26]. (4) Given the product [CH2:13]([C:12]1[C:3]2[C:2]([CH3:1])=[C:6]([CH3:7])[S:5][C:4]=2[NH:8][C:9](=[O:10])[N:11]=1)[CH3:14], predict the reactants needed to synthesize it. The reactants are: [CH3:1][C:2]1[C:3]([C:12](=O)[CH2:13][CH3:14])=[C:4]([NH:8][C:9]([NH2:11])=[O:10])[S:5][C:6]=1[CH3:7].[OH-].[Na+].CC(O)=O.